From a dataset of Catalyst prediction with 721,799 reactions and 888 catalyst types from USPTO. Predict which catalyst facilitates the given reaction. (1) Reactant: [Br:1][C:2]1[CH:3]=[C:4]([S:8]([C:10]2[CH:11]=[C:12]([C:18]#[N:19])[S:13][C:14]=2[N+:15]([O-])=O)=O)[CH:5]=[CH:6][CH:7]=1.CCO. Product: [NH2:15][C:14]1[S:13][C:12]([C:18]#[N:19])=[CH:11][C:10]=1[S:8][C:4]1[CH:5]=[CH:6][CH:7]=[C:2]([Br:1])[CH:3]=1. The catalyst class is: 770. (2) Reactant: [CH:1]12[C:7]([CH3:9])([CH3:8])[CH:6]1[CH2:5][CH:4]=[C:3]([CH3:10])[CH2:2]2.C([O-])([O-])=O.[Ca+2].[Br:16]N1C(=O)CCC1=O.[OH2:24]. Product: [Br:16][C@@H:4]1[CH2:5][C@@H:6]2[C@@H:1]([C:7]2([CH3:9])[CH3:8])[CH2:2][C@@:3]1([CH3:10])[OH:24]. The catalyst class is: 12. (3) Reactant: [Br:1][C:2]1[CH:21]=[CH:20][C:5]2[C:6]([CH3:19])=[C:7]([C:9]([C:11]3[CH:16]=[CH:15][C:14]([Cl:17])=[CH:13][C:12]=3[Cl:18])=[O:10])[O:8][C:4]=2[CH:3]=1.[Br:22]N1C(=O)CCC1=O.N(C(C)(C)C#N)=NC(C)(C)C#N. Product: [Br:1][C:2]1[CH:21]=[CH:20][C:5]2[C:6]([CH2:19][Br:22])=[C:7]([C:9]([C:11]3[CH:16]=[CH:15][C:14]([Cl:17])=[CH:13][C:12]=3[Cl:18])=[O:10])[O:8][C:4]=2[CH:3]=1. The catalyst class is: 53. (4) Reactant: [C:1]([O:5][C:6]([N:8]1[CH2:13][CH2:12][CH2:11][C:10]([NH2:17])([CH2:14][CH2:15]O)[CH2:9]1)=[O:7])([CH3:4])([CH3:3])[CH3:2].C1(P(C2C=CC=CC=2)C2C=CC=CC=2)C=CC=CC=1.C(Br)(Br)(Br)Br.Cl[C:43]([O:45][CH2:46][C:47]1[CH:52]=[CH:51][CH:50]=[CH:49][CH:48]=1)=[O:44]. Product: [C:1]([O:5][C:6]([N:8]1[CH2:13][CH2:12][CH2:11][C:10]2([N:17]([C:43]([O:45][CH2:46][C:47]3[CH:52]=[CH:51][CH:50]=[CH:49][CH:48]=3)=[O:44])[CH2:15][CH2:14]2)[CH2:9]1)=[O:7])([CH3:4])([CH3:3])[CH3:2]. The catalyst class is: 884. (5) Reactant: [NH2:1][C:2]1[N:7]=[CH:6][N:5]=[C:4]2[N:8]([C@@H:14]3[CH2:19][CH2:18][CH2:17][N:16]([C:20](OC(C)(C)C)=[O:21])[CH2:15]3)[N:9]=[C:10]([C:11](O)=[O:12])[C:3]=12.[CH:27](N(C(C)C)CC)(C)[CH3:28].[Cl:36][C:37]1[C:45]2[O:44][C:43]([NH2:46])=[N:42][C:41]=2[CH:40]=[CH:39][CH:38]=1.CN(C(ON1N=NC2C=CC=NC1=2)=[N+](C)C)C.F[P-](F)(F)(F)(F)F. Product: [C:20]([N:16]1[CH2:17][CH2:18][CH2:19][C@@H:14]([N:8]2[C:4]3=[N:5][CH:6]=[N:7][C:2]([NH2:1])=[C:3]3[C:10]([C:11]([NH:46][C:43]3[O:44][C:45]4[C:37]([Cl:36])=[CH:38][CH:39]=[CH:40][C:41]=4[N:42]=3)=[O:12])=[N:9]2)[CH2:15]1)(=[O:21])[CH:27]=[CH2:28]. The catalyst class is: 623. (6) Reactant: [NH2:1][C:2]1[C:11]([OH:12])=[CH:10][CH:9]=[CH:8][C:3]=1[C:4]([O:6][CH3:7])=[O:5].C(=O)([O-])[O-].[K+].[K+].ClC(Cl)C.Cl[CH2:24][C:25](Cl)=[O:26]. Product: [O:26]=[C:25]1[NH:1][C:2]2=[C:3]([C:4]([O:6][CH3:7])=[O:5])[CH:8]=[CH:9][CH:10]=[C:11]2[O:12][CH2:24]1. The catalyst class is: 408. (7) Product: [CH3:1][N:2]1[C:7](=[O:8])[CH:6]=[C:5]([C:9]2[CH:14]=[CH:13][N:12]=[CH:11][N:10]=2)[N:4]=[C:3]1[O:15][CH:16]1[CH2:21][CH2:20][N:19]([C:23]2[CH:30]=[CH:29][CH:28]=[CH:27][C:24]=2[CH:25]=[O:26])[CH2:18][CH2:17]1. Reactant: [CH3:1][N:2]1[C:7](=[O:8])[CH:6]=[C:5]([C:9]2[CH:14]=[CH:13][N:12]=[CH:11][N:10]=2)[N:4]=[C:3]1[O:15][CH:16]1[CH2:21][CH2:20][NH:19][CH2:18][CH2:17]1.F[C:23]1[CH:30]=[CH:29][CH:28]=[CH:27][C:24]=1[CH:25]=[O:26].C(=O)([O-])[O-].[K+].[K+]. The catalyst class is: 16. (8) Reactant: [C:1]([C:4]1[CH:9]=[CH:8][CH:7]=[CH:6][CH:5]=1)(=[O:3])[CH3:2].B([O-])O[CH2:12][CH:13]=[CH2:14]. Product: [C:4]1([C:1]([OH:3])([CH2:14][CH:13]=[CH2:12])[CH3:2])[CH:9]=[CH:8][CH:7]=[CH:6][CH:5]=1. The catalyst class is: 6. (9) Reactant: [CH3:1][O:2][C:3]1[CH:4]=[C:5]([C:15]2[N:19]3[CH2:20][CH2:21][CH2:22][CH:23]([C:24]([O:26][CH2:27][CH3:28])=[O:25])[C:18]3=[N:17][N:16]=2)[CH:6]=[CH:7][C:8]=1[C:9]1[O:13][C:12]([CH3:14])=[N:11][CH:10]=1.[H-].[Na+].[Cl:31][C:32]1[CH:37]=[CH:36][C:35]([O:38][CH2:39]Cl)=[CH:34][CH:33]=1.[Cl-].[NH4+]. Product: [Cl:31][C:32]1[CH:37]=[CH:36][C:35]([O:38][CH2:39][C:23]2([C:24]([O:26][CH2:27][CH3:28])=[O:25])[CH2:22][CH2:21][CH2:20][N:19]3[C:15]([C:5]4[CH:6]=[CH:7][C:8]([C:9]5[O:13][C:12]([CH3:14])=[N:11][CH:10]=5)=[C:3]([O:2][CH3:1])[CH:4]=4)=[N:16][N:17]=[C:18]23)=[CH:34][CH:33]=1. The catalyst class is: 3. (10) Reactant: [Cl:1][C:2]1[CH:3]=[C:4]2[CH:10]=[C:9]([C:11]([OH:13])=O)[NH:8][C:5]2=[N:6][CH:7]=1.Cl.[C:15]([O:19][C:20](=[O:31])[C@@H:21]([NH2:30])[CH2:22][C:23]1[CH:28]=[CH:27][C:26]([F:29])=[CH:25][CH:24]=1)([CH3:18])([CH3:17])[CH3:16].C1C=CC2N(O)N=NC=2C=1.CCN(C(C)C)C(C)C.CCN=C=NCCCN(C)C. Product: [C:15]([O:19][C:20](=[O:31])[C@@H:21]([NH:30][C:11]([C:9]1[NH:8][C:5]2=[N:6][CH:7]=[C:2]([Cl:1])[CH:3]=[C:4]2[CH:10]=1)=[O:13])[CH2:22][C:23]1[CH:24]=[CH:25][C:26]([F:29])=[CH:27][CH:28]=1)([CH3:18])([CH3:16])[CH3:17]. The catalyst class is: 3.